This data is from Experimentally validated miRNA-target interactions with 360,000+ pairs, plus equal number of negative samples. The task is: Binary Classification. Given a miRNA mature sequence and a target amino acid sequence, predict their likelihood of interaction. The miRNA is hsa-miR-765 with sequence UGGAGGAGAAGGAAGGUGAUG. The protein sequence of the target gene is MVSSAQMGFNLQALLEQLSQDELSKFKYLITTFSLAHELQKIPHKEVDKADGKQLVEILTTHCDSYWVEMASLQVFEKMHRMDLSERAKDEVREAALKSFNKRKPLSLGITRKERPPLDVDEMLERFKTEAQAFTETKGNVICLGKEVFKGKKPDKDNRCRYILKTKFREMWKSWPGDSKEVQVMAERYKMLIPFSNPRVLPGPFSYTVVLYGPAGLGKTTLAQKLMLDWAEDNLIHKFKYAFYLSCRELSRLGPCSFAELVFRDWPELQDDIPHILAQARKILFVIDGFDELGAAPGAL.... Result: 1 (interaction).